Predict the reaction yield, written as a fraction of the theoretical maximum amount of product (1.0 means a 100% yield; for example, 0.34 means a 34% yield). From a dataset of Reaction yield outcomes from USPTO patents with 853,638 reactions. (1) The reactants are [CH3:1][C:2]1[C:10]2[C:5](=[CH:6][C:7]([NH2:11])=[CH:8][CH:9]=2)[NH:4][N:3]=1.C([O-])(O)=O.[Na+].[F:17][C:18]1[C:19](Cl)=[N:20][C:21]([Cl:24])=[N:22][CH:23]=1. The catalyst is C1COCC1.CCO. The product is [Cl:24][C:21]1[N:22]=[C:23]([NH:11][C:7]2[CH:6]=[C:5]3[C:10]([C:2]([CH3:1])=[N:3][NH:4]3)=[CH:9][CH:8]=2)[C:18]([F:17])=[CH:19][N:20]=1. The yield is 0.890. (2) The reactants are [O:1]1CCC[CH2:2]1.Br[C:7]1[CH:21]=[CH:20][C:10]([CH2:11][O:12][C:13]2[C:18]([F:19])=[CH:17][CH:16]=[CH:15][N:14]=2)=[CH:9][CH:8]=1.C([Li])CCC.CN(C)C=O. The catalyst is O. The product is [F:19][C:18]1[C:13]([O:12][CH2:11][C:10]2[CH:20]=[CH:21][C:7]([CH:2]=[O:1])=[CH:8][CH:9]=2)=[N:14][CH:15]=[CH:16][CH:17]=1. The yield is 0.530. (3) The reactants are [F:1][C:2]1[CH:7]=[C:6]([I:8])[CH:5]=[CH:4][C:3]=1[NH:9][C:10]1[CH:11]=[N:12][CH:13]=[CH:14][C:15]=1[C:16]1[N:20]=[C:19](C(OCC)=O)[O:18][N:17]=1.[OH-].[Li+]. The catalyst is C1COCC1.O. The product is [F:1][C:2]1[CH:7]=[C:6]([I:8])[CH:5]=[CH:4][C:3]=1[NH:9][C:10]1[CH:11]=[N:12][CH:13]=[CH:14][C:15]=1[C:16]1[N:20]=[CH:19][O:18][N:17]=1. The yield is 0.920. (4) The reactants are [C:1](/[C:3](=[C:7](/[N:9]1[CH2:14][CH2:13][CH2:12][CH:11]([CH2:15][O:16][CH3:17])[CH2:10]1)\[CH3:8])/[C:4](=[S:6])[NH2:5])#[N:2].[CH3:18]OC(OC)N(C)C.O. The catalyst is CN(C)C=O. The product is [CH3:17][O:16][CH2:15][CH:11]1[CH2:12][CH2:13][CH2:14][N:9]([C:7]2[CH:8]=[CH:18][NH:5][C:4](=[S:6])[C:3]=2[C:1]#[N:2])[CH2:10]1. The yield is 0.310. (5) The reactants are [Cl:1][C:2]1[CH:3]=[N+:4]([O-:47])[CH:5]=[C:6]([Cl:46])[C:7]=1[CH2:8][C@H:9]([O:20][C:21]([C@@H:23]1[CH2:27][CH2:26][CH2:25][N:24]1[S:28]([C:31]1[CH:36]=[CH:35][C:34]([CH2:37][NH:38][C:39]2[CH:44]=[CH:43][CH:42]=[CH:41][C:40]=2[F:45])=[CH:33][CH:32]=1)(=[O:30])=[O:29])=[O:22])[C:10]1[CH:15]=[CH:14][C:13]([O:16][CH3:17])=[C:12]([O:18][CH3:19])[CH:11]=1.Cl.[C:49](Cl)(=[O:59])[O:50][C@@H:51]1[CH:56]2[CH2:57][CH2:58][N:53]([CH2:54][CH2:55]2)[CH2:52]1.N1C=CC=CC=1. The catalyst is C(#N)C. The product is [Cl:1][C:2]1[CH:3]=[N+:4]([O-:47])[CH:5]=[C:6]([Cl:46])[C:7]=1[CH2:8][C@H:9]([O:20][C:21]([C@@H:23]1[CH2:27][CH2:26][CH2:25][N:24]1[S:28]([C:31]1[CH:36]=[CH:35][C:34]([CH2:37][N:38]([C:49]([O:50][C@@H:51]2[CH:56]3[CH2:57][CH2:58][N:53]([CH2:54][CH2:55]3)[CH2:52]2)=[O:59])[C:39]2[CH:44]=[CH:43][CH:42]=[CH:41][C:40]=2[F:45])=[CH:33][CH:32]=1)(=[O:29])=[O:30])=[O:22])[C:10]1[CH:15]=[CH:14][C:13]([O:16][CH3:17])=[C:12]([O:18][CH3:19])[CH:11]=1. The yield is 0.160.